From a dataset of Full USPTO retrosynthesis dataset with 1.9M reactions from patents (1976-2016). Predict the reactants needed to synthesize the given product. (1) Given the product [CH3:27][O:28][C:29]1[CH:34]=[CH:33][C:32]([NH:35][C:2]2[CH:7]=[CH:6][C:5]([C:8]3[C:12]4[CH2:13][C:14]5[S:15][CH:16]=[CH:17][C:18]=5[C:11]=4[N:10]([CH2:19][O:20][CH2:21][CH2:22][Si:23]([CH3:26])([CH3:25])[CH3:24])[N:9]=3)=[CH:4][CH:3]=2)=[CH:31][CH:30]=1, predict the reactants needed to synthesize it. The reactants are: Br[C:2]1[CH:7]=[CH:6][C:5]([C:8]2[C:12]3[CH2:13][C:14]4[S:15][CH:16]=[CH:17][C:18]=4[C:11]=3[N:10]([CH2:19][O:20][CH2:21][CH2:22][Si:23]([CH3:26])([CH3:25])[CH3:24])[N:9]=2)=[CH:4][CH:3]=1.[CH3:27][O:28][C:29]1[CH:34]=[CH:33][C:32]([NH2:35])=[CH:31][CH:30]=1.C([O-])([O-])=O.[Cs+].[Cs+].CC1(C)C2C(=C(P(C3C=CC=CC=3)C3C=CC=CC=3)C=CC=2)OC2C(P(C3C=CC=CC=3)C3C=CC=CC=3)=CC=CC1=2. (2) The reactants are: [OH:1][CH2:2][C@@H:3]1[C:11]2[C:6](=[CH:7][CH:8]=[CH:9][CH:10]=2)[CH2:5][C@H:4]1[NH:12][C:13](=[O:19])[O:14][C:15]([CH3:18])([CH3:17])[CH3:16].[C:20]([O:24][C:25](=[O:28])[CH2:26]Br)([CH3:23])([CH3:22])[CH3:21].[OH-].[Na+].O. Given the product [C:15]([O:14][C:13]([NH:12][C@@H:4]1[CH2:5][C:6]2[C:11](=[CH:10][CH:9]=[CH:8][CH:7]=2)[C@H:3]1[CH2:2][O:1][CH2:26][C:25]([O:24][C:20]([CH3:23])([CH3:22])[CH3:21])=[O:28])=[O:19])([CH3:16])([CH3:18])[CH3:17], predict the reactants needed to synthesize it. (3) The reactants are: C[Si](C)(C)[O:3][C:4]1[CH2:11][C:8]2([CH2:10][CH2:9]2)[CH:7]([C:12]([O:14][CH2:15][CH3:16])=[O:13])[CH2:6][CH:5]=1.[F-].[K+]. Given the product [O:3]=[C:4]1[CH2:11][C:8]2([CH2:9][CH2:10]2)[CH:7]([C:12]([O:14][CH2:15][CH3:16])=[O:13])[CH2:6][CH2:5]1, predict the reactants needed to synthesize it. (4) Given the product [CH3:8][O:9][C:10]1[CH:15]=[CH:14][C:13]([C:2]2[S:3][CH:4]=[CH:5][C:6]=2[CH3:7])=[CH:12][N:11]=1, predict the reactants needed to synthesize it. The reactants are: Br[C:2]1[S:3][CH:4]=[CH:5][C:6]=1[CH3:7].[CH3:8][O:9][C:10]1[CH:15]=[CH:14][C:13](B(O)O)=[CH:12][N:11]=1. (5) Given the product [CH3:1][N:2]1[C:10]2[C:5](=[CH:6][C:7]([NH:11][C:12]3[C:13]4[CH:30]=[CH:29][NH:28][C:14]=4[N:15]=[C:16]([NH:18][C:19]4[CH:27]=[CH:26][C:22]([C:23]([NH2:25])=[O:24])=[CH:21][CH:20]=4)[N:17]=3)=[CH:8][CH:9]=2)[CH:4]=[N:3]1, predict the reactants needed to synthesize it. The reactants are: [CH3:1][N:2]1[C:10]2[C:5](=[CH:6][C:7]([NH:11][C:12]3[C:13]4[CH:30]=[CH:29][N:28](S(C5C=CC(C)=CC=5)(=O)=O)[C:14]=4[N:15]=[C:16]([NH:18][C:19]4[CH:27]=[CH:26][C:22]([C:23]([NH2:25])=[O:24])=[CH:21][CH:20]=4)[N:17]=3)=[CH:8][CH:9]=2)[CH:4]=[N:3]1.[OH-].[K+].CC(O)=O. (6) Given the product [CH3:1][C:2]([C:18]1[CH:26]=[CH:25][CH:24]=[CH:23][C:19]=1[C:20]([NH2:27])=[O:21])([CH3:17])[CH2:3][C:4]([C:13]([F:16])([F:15])[F:14])([O:8][Si:9]([CH3:12])([CH3:11])[CH3:10])[CH2:5][C:6]#[CH:7], predict the reactants needed to synthesize it. The reactants are: [CH3:1][C:2]([C:18]1[CH:26]=[CH:25][CH:24]=[CH:23][C:19]=1[C:20](O)=[O:21])([CH3:17])[CH2:3][C:4]([C:13]([F:16])([F:15])[F:14])([O:8][Si:9]([CH3:12])([CH3:11])[CH3:10])[CH2:5][C:6]#[CH:7].[N:27]1C=CC=CC=1.S(Cl)(Cl)=O. (7) Given the product [Cl:8][C:7]1[C:2]([N:15]2[CH2:20][CH2:19][C:18](=[O:21])[CH2:17][CH2:16]2)=[N:3][CH:4]=[C:5]([C:9]([F:12])([F:11])[F:10])[CH:6]=1, predict the reactants needed to synthesize it. The reactants are: Cl[C:2]1[C:7]([Cl:8])=[CH:6][C:5]([C:9]([F:12])([F:11])[F:10])=[CH:4][N:3]=1.O.Cl.[NH:15]1[CH2:20][CH2:19][C:18](=[O:21])[CH2:17][CH2:16]1.[NH4+].[Cl-]. (8) Given the product [O:9]1[CH2:10][CH2:11][O:12][CH:8]1[C:4]1[CH:3]=[C:2]([NH:23][C:13]2[C:22]3[C:17](=[CH:18][CH:19]=[CH:20][CH:21]=3)[CH:16]=[CH:15][CH:14]=2)[CH:7]=[CH:6][CH:5]=1, predict the reactants needed to synthesize it. The reactants are: Br[C:2]1[CH:3]=[C:4]([CH:8]2[O:12][CH2:11][CH2:10][O:9]2)[CH:5]=[CH:6][CH:7]=1.[C:13]1([NH2:23])[C:22]2[C:17](=[CH:18][CH:19]=[CH:20][CH:21]=2)[CH:16]=[CH:15][CH:14]=1.CC(C)([O-])C.[Na+].C(P(C(C)(C)C)C(C)(C)C)(C)(C)C.